Dataset: Full USPTO retrosynthesis dataset with 1.9M reactions from patents (1976-2016). Task: Predict the reactants needed to synthesize the given product. (1) Given the product [Cl:10][C:11]1[CH:16]=[C:15]([N+:17]([O-:19])=[O:18])[CH:14]=[CH:13][C:12]=1[O:3][C:4]1[CH:9]=[CH:8][CH:7]=[CH:6][N:5]=1, predict the reactants needed to synthesize it. The reactants are: [H-].[Na+].[OH:3][C:4]1[CH:9]=[CH:8][CH:7]=[CH:6][N:5]=1.[Cl:10][C:11]1[CH:16]=[C:15]([N+:17]([O-:19])=[O:18])[CH:14]=[CH:13][C:12]=1F. (2) The reactants are: [CH3:1][S:2](Cl)(=[O:4])=[O:3].[N+:6]([C:9]1[CH:14]=[CH:13][C:12]([CH2:15][CH2:16][OH:17])=[CH:11][CH:10]=1)([O-:8])=[O:7].CCN(CC)CC.C([O-])(O)=O.[Na+]. Given the product [CH3:1][S:2]([O:17][CH2:16][CH2:15][C:12]1[CH:11]=[CH:10][C:9]([N+:6]([O-:8])=[O:7])=[CH:14][CH:13]=1)(=[O:4])=[O:3], predict the reactants needed to synthesize it. (3) Given the product [CH3:19][C:2]1([CH3:1])[O:20][C:29](=[O:31])[N:4]([C:5]2[N:6]=[N:7][C:8]([C:11]#[C:12][C:13]3[CH:18]=[CH:17][CH:16]=[CH:15][CH:14]=3)=[CH:9][CH:10]=2)[CH2:3]1, predict the reactants needed to synthesize it. The reactants are: [CH3:1][C:2]([OH:20])([CH3:19])[CH2:3][NH:4][C:5]1[N:6]=[N:7][C:8]([C:11]#[C:12][C:13]2[CH:18]=[CH:17][CH:16]=[CH:15][CH:14]=2)=[CH:9][CH:10]=1.C(N(CC)CC)C.Cl[C:29](Cl)([O:31]C(=O)OC(Cl)(Cl)Cl)Cl. (4) Given the product [CH2:11]=[C:10]1[CH2:9][CH2:8][CH2:16][N:15]([C:19]([O:21][C:22]([CH3:25])([CH3:24])[CH3:23])=[O:20])[CH2:14]1, predict the reactants needed to synthesize it. The reactants are: CCCCCC.[Li][CH2:8][CH2:9][CH2:10][CH3:11].O=C1CC[CH2:16][N:15]([C:19]([O:21][C:22]([CH3:25])([CH3:24])[CH3:23])=[O:20])[CH2:14]1.O. (5) The reactants are: [CH3:1][O:2][C:3]1[CH:11]=[CH:10][CH:9]=[C:8]2[C:4]=1[CH2:5][CH2:6][CH:7]2[N:12]1[C:17](=[O:18])[C:16]([C:19]([O:21]CC)=[O:20])=[CH:15][N:14]([C:24]2[CH:34]=[CH:33][C:27]3[N:28]([CH3:32])[C:29](=[O:31])[S:30][C:26]=3[CH:25]=2)[C:13]1=[O:35].Cl. Given the product [CH3:1][O:2][C:3]1[CH:11]=[CH:10][CH:9]=[C:8]2[C:4]=1[CH2:5][CH2:6][CH:7]2[N:12]1[C:17](=[O:18])[C:16]([C:19]([OH:21])=[O:20])=[CH:15][N:14]([C:24]2[CH:34]=[CH:33][C:27]3[N:28]([CH3:32])[C:29](=[O:31])[S:30][C:26]=3[CH:25]=2)[C:13]1=[O:35], predict the reactants needed to synthesize it. (6) Given the product [F:12][C:11]1[C:6]([CH2:4][OH:3])=[N:7][CH:8]=[C:9]([F:13])[CH:10]=1, predict the reactants needed to synthesize it. The reactants are: C([O:3][C:4]([C:6]1[C:11]([F:12])=[CH:10][C:9]([F:13])=[CH:8][N:7]=1)=O)C.[BH4-].[Na+].[Cl-].[NH4+].